From a dataset of Full USPTO retrosynthesis dataset with 1.9M reactions from patents (1976-2016). Predict the reactants needed to synthesize the given product. Given the product [C:50]([O:49][C@@H:48]1[C@H:47]([O:58][C:59](=[O:66])[C:60]2[CH:65]=[CH:64][CH:63]=[CH:62][CH:61]=2)[C@@H:46]([C:67]2[N:71]=[CH:70][N:69]([CH2:72][CH3:73])[N:68]=2)[O:45][C@H:44]1[N:15]1[CH:14]=[N:13][C:12]2[C:16]1=[N:17][C:18]([CH2:20][NH:21][S:22]([CH2:25][CH:26]([CH3:28])[CH3:27])(=[O:23])=[O:24])=[N:19][C:11]=2[NH:10][CH2:9][CH:8]([C:2]1[CH:3]=[CH:4][CH:5]=[CH:6][CH:7]=1)[C:29]1[CH:30]=[CH:31][CH:32]=[CH:33][CH:34]=1)(=[O:57])[C:51]1[CH:52]=[CH:53][CH:54]=[CH:55][CH:56]=1, predict the reactants needed to synthesize it. The reactants are: Cl.[C:2]1([CH:8]([C:29]2[CH:34]=[CH:33][CH:32]=[CH:31][CH:30]=2)[CH2:9][NH:10][C:11]2[N:19]=[C:18]([CH2:20][NH:21][S:22]([CH2:25][CH:26]([CH3:28])[CH3:27])(=[O:24])=[O:23])[N:17]=[C:16]3[C:12]=2[N:13]=[CH:14][NH:15]3)[CH:7]=[CH:6][CH:5]=[CH:4][CH:3]=1.C(O[C@@H:44]1[C@H:48]([O:49][C:50](=[O:57])[C:51]2[CH:56]=[CH:55][CH:54]=[CH:53][CH:52]=2)[C@H:47]([O:58][C:59](=[O:66])[C:60]2[CH:65]=[CH:64][CH:63]=[CH:62][CH:61]=2)[C@@H:46]([C:67]2[N:71]=[CH:70][N:69]([CH2:72][CH3:73])[N:68]=2)[O:45]1)(=O)C1C=CC=CC=1.C(O[C@H]1[C@H](OC(=O)C2C=CC=CC=2)[C@H](OC(=O)C2C=CC=CC=2)[C@@H](C2N=CN(CC)N=2)O1)(=O)C1C=CC=CC=1.